This data is from Full USPTO retrosynthesis dataset with 1.9M reactions from patents (1976-2016). The task is: Predict the reactants needed to synthesize the given product. (1) Given the product [C:17]([CH:8]1[CH2:12][CH2:11][CH2:10][N:9]1[S:13]([NH2:16])(=[O:15])=[O:14])#[N:18], predict the reactants needed to synthesize it. The reactants are: C([C:8]1([C:17]#[N:18])[CH2:12][CH2:11][CH2:10][N:9]1[S:13]([NH2:16])(=[O:15])=[O:14])(OC(C)(C)C)=O. (2) Given the product [O:1]1[CH:5]=[CH:4][CH:3]=[C:2]1[C:6]1[NH:10][C:9]2[C:11]([OH:23])=[CH:12][CH:13]=[C:14]([C:15]([NH:17][C:18]3[S:19][CH:20]=[CH:21][N:22]=3)=[O:16])[C:8]=2[N:7]=1, predict the reactants needed to synthesize it. The reactants are: [O:1]1[CH:5]=[CH:4][CH:3]=[C:2]1[C:6]1[NH:10][C:9]2[C:11]([O:23]C)=[CH:12][CH:13]=[C:14]([C:15]([NH:17][C:18]3[S:19][CH:20]=[CH:21][N:22]=3)=[O:16])[C:8]=2[N:7]=1.B(Br)(Br)Br. (3) Given the product [CH3:1][N:2]([CH2:46][CH:47]([OH:56])[CH:48]([OH:55])[CH:49]([OH:54])[CH:50]([OH:53])[CH2:51][OH:52])[C:3](=[O:45])[CH2:4][CH2:5][CH2:6][CH:7]=[CH:8][C:9]1[CH:10]=[CH:11][C:12]([CH:15]2[CH:18]([CH2:19][CH2:20][CH:21]([C:22]3[CH:27]=[CH:26][C:25]([F:28])=[CH:24][CH:23]=3)[OH:29])[C:17](=[O:37])[N:16]2[C:38]2[CH:39]=[CH:40][C:41]([F:44])=[CH:42][CH:43]=2)=[CH:13][CH:14]=1, predict the reactants needed to synthesize it. The reactants are: [CH3:1][N:2]([CH2:46][CH:47]([OH:56])[CH:48]([OH:55])[CH:49]([OH:54])[CH:50]([OH:53])[CH2:51][OH:52])[C:3](=[O:45])[CH2:4][CH2:5][CH2:6][CH:7]=[CH:8][C:9]1[CH:14]=[CH:13][C:12]([CH:15]2[CH:18]([CH2:19][CH2:20][CH:21]([O:29][Si](C(C)(C)C)(C)C)[C:22]3[CH:27]=[CH:26][C:25]([F:28])=[CH:24][CH:23]=3)[C:17](=[O:37])[N:16]2[C:38]2[CH:43]=[CH:42][C:41]([F:44])=[CH:40][CH:39]=2)=[CH:11][CH:10]=1.Cl.[OH-].[Na+]. (4) Given the product [F:41][C:39]1[CH:38]=[C:37]2[C:36](=[C:35]([F:34])[CH:40]=1)[C:45](=[O:47])[CH2:44][CH2:43][CH2:42]2, predict the reactants needed to synthesize it. The reactants are: CS(O)(=O)=O.O=P12OP3(OP(OP(O3)(O1)=O)(=O)O2)=O.O=P12OP3(OP(OP(O3)(O1)=O)(=O)O2)=O.[F:34][C:35]1[CH:36]=[C:37]([CH2:42][CH2:43][CH2:44][C:45]([OH:47])=O)[CH:38]=[C:39]([F:41])[CH:40]=1. (5) Given the product [O:3]1[C:7]2[CH:8]=[CH:9][C:10]([CH2:12][N:13]3[CH2:18][CH2:17][CH:16]([NH:19][C:20]4[C:29]5[C:24](=[CH:25][CH:26]=[C:27]([Cl:30])[CH:28]=5)[O:23][C:22](=[O:31])[C:21]=4[NH:32][C:35](=[O:37])[CH3:36])[CH2:15][CH2:14]3)=[CH:11][C:6]=2[O:5][CH2:4]1, predict the reactants needed to synthesize it. The reactants are: [Cl-].[NH4+].[O:3]1[C:7]2[CH:8]=[CH:9][C:10]([CH2:12][N:13]3[CH2:18][CH2:17][CH:16]([NH:19][C:20]4[C:29]5[C:24](=[CH:25][CH:26]=[C:27]([Cl:30])[CH:28]=5)[O:23][C:22](=[O:31])[C:21]=4[N+:32]([O-])=O)[CH2:15][CH2:14]3)=[CH:11][C:6]=2[O:5][CH2:4]1.[CH2:35]([OH:37])[CH3:36]. (6) Given the product [Br:28][C:25]1[CH:26]=[C:27]2[C@:19]3([CH2:2][C@H:18]3[C:15]3[CH:16]=[C:17]4[C:12]([CH:11]=[N:10][NH:9]4)=[CH:13][CH:14]=3)[C:20](=[O:29])[NH:21][C:22]2=[N:23][CH:24]=1, predict the reactants needed to synthesize it. The reactants are: [I-].[CH3:2][S+](C)(C)=O.[H-].[Na+].[NH:9]1[C:17]2[C:12](=[CH:13][CH:14]=[C:15]([CH:18]=[C:19]3[C:27]4[C:22](=[N:23][CH:24]=[C:25]([Br:28])[CH:26]=4)[NH:21][C:20]3=[O:29])[CH:16]=2)[CH:11]=[N:10]1. (7) Given the product [C:25]([O:24][C:22]([N:8]1[CH2:9][CH2:10][C:11]2[NH:12][C:13](=[O:15])[N:32]([CH2:29][C:30]#[CH:31])[C:4](=[O:5])[C:6]=2[CH2:7]1)=[O:23])([CH3:26])([CH3:27])[CH3:28], predict the reactants needed to synthesize it. The reactants are: C(O[C:4]([C:6]1[CH2:7][N:8]([C:22]([O:24][C:25]([CH3:28])([CH3:27])[CH3:26])=[O:23])[CH2:9][CH2:10][C:11]=1[NH:12][C:13]([O:15]C1C=CC=CC=1)=O)=[O:5])C.[CH2:29]([NH2:32])[C:30]#[CH:31].C1CCN2C(=NCCC2)CC1.NC(N)=O.[OH-].[Na+].Cl.